From a dataset of Reaction yield outcomes from USPTO patents with 853,638 reactions. Predict the reaction yield, written as a fraction of the theoretical maximum amount of product (1.0 means a 100% yield; for example, 0.34 means a 34% yield). (1) The reactants are Cl[C:2]1[CH:7]=[CH:6][N:5]=[C:4]([S:8][CH3:9])[N:3]=1.[F-:10].[K+]. The catalyst is COCCOCCOCCOCCOC.C1OCCOCCOCCOCCOCCOC1. The product is [F:10][C:2]1[CH:7]=[CH:6][N:5]=[C:4]([S:8][CH3:9])[N:3]=1. The yield is 0.620. (2) The reactants are [NH2:1][C:2]1[N:6]([CH3:7])[C:5](=[O:8])[C:4]([C:19]2[CH:24]=[CH:23][C:22]([F:25])=[C:21](Br)[CH:20]=2)([C:9]2[CH:14]=[CH:13][C:12]([O:15][CH:16]([F:18])[F:17])=[CH:11][CH:10]=2)[N:3]=1.[CH3:27][S:28]([O:31][C:32]1[CH:37]=[C:36](B2OC(C)(C)C(C)(C)O2)[CH:35]=[C:34]([C:47]#[N:48])[CH:33]=1)(=[O:30])=[O:29].[ClH:49]. The catalyst is ClCCl.C(OCC)C. The product is [ClH:49].[CH3:27][S:28]([O:31][C:32]1[CH:37]=[C:36]([C:21]2[CH:20]=[C:19]([C:4]3([C:9]4[CH:14]=[CH:13][C:12]([O:15][CH:16]([F:18])[F:17])=[CH:11][CH:10]=4)[C:5](=[O:8])[N:6]([CH3:7])[C:2]([NH2:1])=[N:3]3)[CH:24]=[CH:23][C:22]=2[F:25])[CH:35]=[C:34]([C:47]#[N:48])[CH:33]=1)(=[O:30])=[O:29]. The yield is 0.100. (3) The yield is 0.350. The product is [Cl:1][C:2]1[CH:7]=[CH:6][C:5]([C:8]2[CH:9]=[C:10]([C:20]([NH:22][N:23]3[CH2:28][CH2:27][N:26]([CH2:29][CH2:30][OH:31])[CH2:25][CH2:24]3)=[O:21])[CH:11]=[N:12][C:13]=2[O:14][CH2:15][C:16]([F:18])([F:19])[F:17])=[CH:4][CH:3]=1. The catalyst is O. The reactants are [Cl:1][C:2]1[CH:7]=[CH:6][C:5]([C:8]2[CH:9]=[C:10]([C:20]([NH:22][N:23]3[CH2:28][CH2:27][N:26]([CH2:29][CH2:30][O:31]C(=O)C)[CH2:25][CH2:24]3)=[O:21])[CH:11]=[N:12][C:13]=2[O:14][CH2:15][C:16]([F:19])([F:18])[F:17])=[CH:4][CH:3]=1.C1COCC1.CO.[OH-].[Li+]. (4) The reactants are [F:1][C:2]1[CH:20]=[CH:19][C:5]([CH2:6][NH:7][C@@H:8]2[C@H:13]3[CH2:14][C@H:10]([CH2:11][CH2:12]3)[C@@H:9]2[C:15](OC)=[O:16])=[CH:4][CH:3]=1.[CH3:21][S:22]([NH:25][C:26]1[CH:41]=[CH:40][C:29]2[NH:30][C:31]([CH2:36][C:37](O)=[O:38])=[N:32][S:33](=[O:35])(=[O:34])[C:28]=2[CH:27]=1)(=[O:24])=[O:23].CN1CCOCC1.Cl.CN(C)CCCN=C=NCC.C(N(CC)CC)C. The catalyst is CN(C)C=O.C(OCC)(=O)C.CO. The product is [F:1][C:2]1[CH:3]=[CH:4][C:5]([CH2:6][N:7]2[C:37](=[O:38])[C:36]([C:31]3[NH:30][C:29]4[CH:40]=[CH:41][C:26]([NH:25][S:22]([CH3:21])(=[O:24])=[O:23])=[CH:27][C:28]=4[S:33](=[O:35])(=[O:34])[N:32]=3)=[C:15]([OH:16])[C@@H:9]3[C@H:8]2[C@H:13]2[CH2:14][C@@H:10]3[CH2:11][CH2:12]2)=[CH:19][CH:20]=1. The yield is 0.460.